This data is from Full USPTO retrosynthesis dataset with 1.9M reactions from patents (1976-2016). The task is: Predict the reactants needed to synthesize the given product. (1) Given the product [NH2:33][CH2:32][C:28]1[CH:27]=[C:26]([C:22]2[CH:23]=[CH:24][CH:25]=[C:20]([CH2:19][C:12]3[C:13]4[C:18](=[N:17][CH:16]=[CH:15][CH:14]=4)[N:9]([OH:8])[C:10](=[O:41])[CH:11]=3)[CH:21]=2)[CH:31]=[CH:30][CH:29]=1, predict the reactants needed to synthesize it. The reactants are: C([O:8][N:9]1[C:18]2[C:13](=[CH:14][CH:15]=[CH:16][N:17]=2)[C:12]([CH2:19][C:20]2[CH:21]=[C:22]([C:26]3[CH:31]=[CH:30][CH:29]=[C:28]([CH2:32][NH:33]C(=O)OC(C)(C)C)[CH:27]=3)[CH:23]=[CH:24][CH:25]=2)=[CH:11][C:10]1=[O:41])C1C=CC=CC=1. (2) Given the product [Br:1][C:2]1[CH:3]=[C:4]([CH:12]2[C:17]([C:18]#[N:19])=[CH:16][O:15][C:14]3[C:20]4[CH:21]=[CH:22][N:23]([CH2:28][CH3:29])[C:24]=4[CH:25]=[CH:26][C:13]2=3)[CH:5]=[C:6]([O:10][CH3:11])[C:7]=1[O:8][CH3:9], predict the reactants needed to synthesize it. The reactants are: [Br:1][C:2]1[CH:3]=[C:4]([CH:12]2[C:17]([C:18]#[N:19])=[CH:16][O:15][CH:14]3[C:20]4[C:24](=[CH:25][CH:26]=[C:13]23)[N:23]=[CH:22][CH:21]=4)[CH:5]=[C:6]([O:10][CH3:11])[C:7]=1[O:8][CH3:9].Br[CH2:28][CH3:29].C(=O)([O-])[O-].[Cs+].[Cs+]. (3) Given the product [NH2:26][CH:7]1[C:6]2[C:22](=[C:2]([Br:1])[CH:3]=[CH:4][CH:5]=2)[C:9]2([CH2:14][CH2:13][N:12]([C:15]([O:17][C:18]([CH3:21])([CH3:20])[CH3:19])=[O:16])[CH2:11][CH2:10]2)[CH2:8]1, predict the reactants needed to synthesize it. The reactants are: [Br:1][C:2]1[CH:3]=[CH:4][CH:5]=[C:6]2[C:22]=1[C:9]1([CH2:14][CH2:13][N:12]([C:15]([O:17][C:18]([CH3:21])([CH3:20])[CH3:19])=[O:16])[CH2:11][CH2:10]1)[CH2:8][C:7]2=O.[BH3-]C#[N:26].[Na+]. (4) Given the product [CH3:1][NH:2][C:3]1[N:8]=[C:7]([N:9]2[CH2:10][CH2:11][N:12]([CH3:15])[CH2:13][CH2:14]2)[N:6]=[C:5]([N:16]2[CH2:24][C:23]3[C:18](=[CH:19][CH:20]=[C:21]([C:25]([OH:27])=[O:26])[CH:22]=3)[CH2:17]2)[N:4]=1, predict the reactants needed to synthesize it. The reactants are: [CH3:1][NH:2][C:3]1[N:8]=[C:7]([N:9]2[CH2:14][CH2:13][N:12]([CH3:15])[CH2:11][CH2:10]2)[N:6]=[C:5]([N:16]2[CH2:24][C:23]3[C:18](=[CH:19][CH:20]=[C:21]([C:25]([O:27]C)=[O:26])[CH:22]=3)[CH2:17]2)[N:4]=1.[OH-].[Na+].